This data is from Full USPTO retrosynthesis dataset with 1.9M reactions from patents (1976-2016). The task is: Predict the reactants needed to synthesize the given product. (1) Given the product [OH:25][C:26]1[CH:27]=[CH:28][C:29]([CH2:32][CH2:33][C:34]([OH:36])=[O:35])=[CH:30][C:31]=1[N:21]=[N:1][C:2]1[CH:3]=[C:4]([S:9]([OH:12])(=[O:10])=[O:11])[CH:5]=[CH:6][C:7]=1[OH:8], predict the reactants needed to synthesize it. The reactants are: [NH2:1][C:2]1[CH:3]=[C:4]([S:9]([OH:12])(=[O:11])=[O:10])[CH:5]=[CH:6][C:7]=1[OH:8].Cl.C1(O)C=CC=CC=1.[N:21]([O-])=O.[Na+].[OH:25][C:26]1[CH:31]=[CH:30][C:29]([CH2:32][CH2:33][C:34]([OH:36])=[O:35])=[CH:28][CH:27]=1.[OH-].[Na+].C([O-])(=O)C.[Na+]. (2) The reactants are: [CH:1]([C:3]1[CH:4]=[C:5]2[C:10](=[C:11]([CH3:13])[CH:12]=1)[O:9][CH:8]([C:14]([F:17])([F:16])[F:15])[C:7]([C:18]([O:20][CH2:21][CH3:22])=[O:19])=[CH:6]2)=[O:2].[BH4-].[Na+].Cl. Given the product [OH:2][CH2:1][C:3]1[CH:4]=[C:5]2[C:10](=[C:11]([CH3:13])[CH:12]=1)[O:9][CH:8]([C:14]([F:16])([F:17])[F:15])[C:7]([C:18]([O:20][CH2:21][CH3:22])=[O:19])=[CH:6]2, predict the reactants needed to synthesize it. (3) Given the product [CH3:16][O:15][C:13]([NH:12][CH:8]([C:3]1[CH:4]=[CH:5][CH:6]=[CH:7][C:2]=1[CH3:18])[C:9]([OH:11])=[O:10])=[O:14], predict the reactants needed to synthesize it. The reactants are: F[C:2]1[CH:7]=[CH:6][CH:5]=[CH:4][C:3]=1[CH:8]([NH:12][C:13]([O:15][CH3:16])=[O:14])[C:9]([OH:11])=[O:10].N[CH:18](C1C=CC=CC=1C)C(O)=O. (4) The reactants are: [CH3:1][O:2][C:3](=[O:23])[CH2:4][C:5]1[CH:10]=[C:9](OS(C(F)(F)F)(=O)=O)[CH:8]=[C:7]([O:19][CH2:20][CH2:21][CH3:22])[CH:6]=1.[Na+].[F:25][C:26]1[CH:31]=[CH:30][C:29]([S:32]([O-:34])=[O:33])=[CH:28][CH:27]=1.C1(C)C=CC=CC=1.C(=O)([O-])[O-].[Cs+].[Cs+].CC1(C)C2C(=C(P(C3C=CC=CC=3)C3C=CC=CC=3)C=CC=2)OC2C(P(C3C=CC=CC=3)C3C=CC=CC=3)=CC=CC1=2. Given the product [CH3:1][O:2][C:3](=[O:23])[CH2:4][C:5]1[CH:6]=[C:7]([O:19][CH2:20][CH2:21][CH3:22])[CH:8]=[C:9]([S:32]([C:29]2[CH:30]=[CH:31][C:26]([F:25])=[CH:27][CH:28]=2)(=[O:34])=[O:33])[CH:10]=1, predict the reactants needed to synthesize it. (5) Given the product [CH3:1][C:2]1([CH3:22])[C:11]2[C:6](=[CH:7][CH:8]=[C:9]([CH3:12])[CH:10]=2)[NH:5][CH:4]([C:13]2[CH:18]=[CH:17][CH:16]=[CH:15][C:14]=2[NH2:19])[CH2:3]1, predict the reactants needed to synthesize it. The reactants are: [CH3:1][C:2]1([CH3:22])[C:11]2[C:6](=[CH:7][CH:8]=[C:9]([CH3:12])[CH:10]=2)[NH:5][CH:4]([C:13]2[CH:18]=[CH:17][CH:16]=[CH:15][C:14]=2[N+:19]([O-])=O)[CH2:3]1. (6) Given the product [CH2:17]([CH:16]1[C:10]2[CH:9]=[C:8]([N:1]3[CH2:6][CH2:5][O:4][CH2:3][CH2:2]3)[N:13]=[CH:12][C:11]=2[C:14](=[C:19]2[C:27]3[C:22](=[CH:23][CH:24]=[CH:25][CH:26]=3)[NH:21][C:20]2=[O:28])[O:15]1)[CH3:18], predict the reactants needed to synthesize it. The reactants are: [NH:1]1[CH2:6][CH2:5][O:4][CH2:3][CH2:2]1.Cl[C:8]1[N:13]=[CH:12][C:11]2[C:14](=[C:19]3[C:27]4[C:22](=[CH:23][CH:24]=[CH:25][CH:26]=4)[NH:21][C:20]3=[O:28])[O:15][CH:16]([CH2:17][CH3:18])[C:10]=2[CH:9]=1.